Dataset: Full USPTO retrosynthesis dataset with 1.9M reactions from patents (1976-2016). Task: Predict the reactants needed to synthesize the given product. (1) Given the product [Cl:8][C:9]1[CH:10]=[CH:11][C:12]([CH:31]([NH:36][C:37]2[CH:42]=[CH:41][C:40]([O:43][CH3:44])=[CH:39][CH:38]=2)[C:32]([F:35])([F:34])[F:33])=[C:13]([CH:30]=1)[CH2:14][NH:15][C:16](=[O:29])[C@@H:17]1[CH2:21][CH2:20][CH2:19][NH:18]1, predict the reactants needed to synthesize it. The reactants are: C(O)(C(F)(F)F)=O.[Cl:8][C:9]1[CH:10]=[CH:11][C:12]([CH:31]([NH:36][C:37]2[CH:42]=[CH:41][C:40]([O:43][CH3:44])=[CH:39][CH:38]=2)[C:32]([F:35])([F:34])[F:33])=[C:13]([CH:30]=1)[CH2:14][NH:15][C:16](=[O:29])[C@@H:17]1[CH2:21][CH2:20][CH2:19][N:18]1C(OC(C)(C)C)=O. (2) Given the product [F:1][C:2]1[CH:20]=[C:19]([NH2:21])[CH:18]=[CH:17][C:3]=1[O:4][C:5]1[C:10]2=[C:11]([CH3:16])[C:12]([O:14][CH3:15])=[CH:13][N:9]2[N:8]=[CH:7][N:6]=1, predict the reactants needed to synthesize it. The reactants are: [F:1][C:2]1[CH:20]=[C:19]([N+:21]([O-])=O)[CH:18]=[CH:17][C:3]=1[O:4][C:5]1[C:10]2=[C:11]([CH3:16])[C:12]([O:14][CH3:15])=[CH:13][N:9]2[N:8]=[CH:7][N:6]=1.CO.[NH4+].[Cl-]. (3) Given the product [CH3:27][O:26][N:25]([CH3:24])[C:20]([C:11]1[C:12](=[O:19])[C:13]2[C:18](=[CH:17][CH:16]=[CH:15][CH:14]=2)[N:9]([CH2:8][C:6]2[CH:5]=[CH:4][CH:3]=[C:2]([CH3:1])[N:7]=2)[CH:10]=1)=[O:22], predict the reactants needed to synthesize it. The reactants are: [CH3:1][C:2]1[N:7]=[C:6]([CH2:8][N:9]2[C:18]3[C:13](=[CH:14][CH:15]=[CH:16][CH:17]=3)[C:12](=[O:19])[C:11]([C:20]([OH:22])=O)=[CH:10]2)[CH:5]=[CH:4][CH:3]=1.Cl.[CH3:24][NH:25][O:26][CH3:27].C(N(CC)CC)C.CCCP1(OP(CCC)(=O)OP(CCC)(=O)O1)=O. (4) Given the product [NH2:21][C@@:8]([C:6]1[C:5]([F:28])=[CH:4][CH:3]=[C:2]([Br:1])[N:7]=1)([CH3:9])[CH2:10][C@H:11]([OH:16])[C:12]([F:13])([F:14])[F:15], predict the reactants needed to synthesize it. The reactants are: [Br:1][C:2]1[N:7]=[C:6]([C@@:8]([NH:21][S@@](C(C)(C)C)=O)([CH2:10][C@H:11]([O:16][Si](C)(C)C)[C:12]([F:15])([F:14])[F:13])[CH3:9])[C:5]([F:28])=[CH:4][CH:3]=1.Cl. (5) Given the product [Cl:1][C:2]1[CH:7]=[CH:6][C:5]([C:13]#[C:12][Si:14]([CH3:17])([CH3:16])[CH3:15])=[CH:4][C:3]=1[N+:9]([O-:11])=[O:10], predict the reactants needed to synthesize it. The reactants are: [Cl:1][C:2]1[CH:7]=[CH:6][C:5](I)=[CH:4][C:3]=1[N+:9]([O-:11])=[O:10].[C:12]([Si:14]([CH3:17])([CH3:16])[CH3:15])#[CH:13]. (6) Given the product [C:38]([CH2:40][N:41]1[CH2:42][CH2:43][N:44]([CH2:47][CH2:48][CH2:49][O:36][C:30]2[CH:29]=[C:28]3[C:33]([C:24]([O:23][C:22]4[C:14]([F:13])=[C:15]5[C:19](=[CH:20][CH:21]=4)[NH:18][C:17]([CH3:37])=[CH:16]5)=[CH:25][N:26]=[N:27]3)=[CH:32][C:31]=2[O:34][CH3:35])[CH2:45][CH2:46]1)#[N:39], predict the reactants needed to synthesize it. The reactants are: N(C(OCC)=O)=NC(OCC)=O.[F:13][C:14]1[C:22]([O:23][C:24]2[C:33]3[C:28](=[CH:29][C:30]([OH:36])=[C:31]([O:34][CH3:35])[CH:32]=3)[N:27]=[N:26][CH:25]=2)=[CH:21][CH:20]=[C:19]2[C:15]=1[CH:16]=[C:17]([CH3:37])[NH:18]2.[C:38]([CH2:40][N:41]1[CH2:46][CH2:45][N:44]([CH2:47][CH2:48][CH2:49]O)[CH2:43][CH2:42]1)#[N:39].C1(P(C2C=CC=CC=2)C2C=CC=CC=2)C=CC=CC=1. (7) Given the product [CH3:1][O:2][C:3](=[O:16])[C:4]1[C:9]([N+:10]([O-:12])=[O:11])=[CH:8][CH:7]=[C:6]([O:13][CH3:14])[C:5]=1[CH2:15][Br:17], predict the reactants needed to synthesize it. The reactants are: [CH3:1][O:2][C:3](=[O:16])[C:4]1[C:9]([N+:10]([O-:12])=[O:11])=[CH:8][CH:7]=[C:6]([O:13][CH3:14])[C:5]=1[CH3:15].[Br:17]N1C(=O)CCC1=O.